From a dataset of Plasma protein binding rate (PPBR) regression data from AstraZeneca. Regression/Classification. Given a drug SMILES string, predict its absorption, distribution, metabolism, or excretion properties. Task type varies by dataset: regression for continuous measurements (e.g., permeability, clearance, half-life) or binary classification for categorical outcomes (e.g., BBB penetration, CYP inhibition). For this dataset (ppbr_az), we predict Y. (1) The molecule is O=C(Nc1ccc(Cl)nc1)c1ccc(F)c(F)c1. The Y is 90.7 %. (2) The compound is CCOC(=O)[C@H](CCc1ccccc1)N[C@@H](C)C(=O)N1Cc2ccccc2C[C@H]1C(=O)O. The Y is 95.8 %. (3) The molecule is CC(C(=O)O[C@@H]1CC[N+](C)(C)C1)(c1ccccc1)C1CCCC1. The Y is 77.2 %. (4) The drug is N#Cc1cc(S(=O)(=O)Nc2ncc(Cl)s2)ccc1Oc1ccc(Cl)cc1-c1ccnn1C1CNC1. The Y is 99.2 %. (5) The drug is CCN(CCNCCc1ccc(O)c2[nH]c(=O)sc12)C(=O)CCOCCc1ccccc1. The Y is 94.6 %. (6) The compound is CC(=O)N[C@@H](CCN)C(=O)N[C@H](C(=O)N[C@@H](CCN)C(=O)N[C@H]1CCNC(=O)[C@H]([C@@H](C)O)NC(=O)[C@H](CCN)NC(=O)[C@H](CCN)NC(=O)[C@H](CC(C)C)NC(=O)[C@@H](Cc2ccccc2)NC(=O)[C@H](CCN)NC1=O)[C@@H](C)O. The Y is 64.5 %. (7) The molecule is CCOc1cc2ncc(C(N)=O)c(Nc3ccc(F)c(Cl)c3)c2cc1N1CCN(C)CC1. The Y is 96.6 %.